Dataset: Forward reaction prediction with 1.9M reactions from USPTO patents (1976-2016). Task: Predict the product of the given reaction. (1) Given the reactants [C:1]([N:4]1[C:13]2[C:8](=[CH:9][C:10]([C:14]3[O:18][N:17]=[C:16]([CH2:19][CH2:20][NH:21]C(OC(C)(C)C)=O)[N:15]=3)=[CH:11][CH:12]=2)[C@H:7]([NH:29][C:30](=[O:35])[O:31][CH:32]([CH3:34])[CH3:33])[CH2:6][C@@H:5]1[CH3:36])(=[O:3])[CH3:2].[ClH:37], predict the reaction product. The product is: [ClH:37].[C:1]([N:4]1[C:13]2[C:8](=[CH:9][C:10]([C:14]3[O:18][N:17]=[C:16]([CH2:19][CH2:20][NH2:21])[N:15]=3)=[CH:11][CH:12]=2)[C@H:7]([NH:29][C:30](=[O:35])[O:31][CH:32]([CH3:33])[CH3:34])[CH2:6][C@@H:5]1[CH3:36])(=[O:3])[CH3:2]. (2) Given the reactants Br[C:2]1[CH:7]=[CH:6][CH:5]=[C:4]([Br:8])[N:3]=1.[F:9][C:10]1[CH:11]=[C:12]([CH2:16][NH2:17])[CH:13]=[CH:14][CH:15]=1.CCN(C(C)C)C(C)C, predict the reaction product. The product is: [Br:8][C:4]1[N:3]=[C:2]([NH:17][CH2:16][C:12]2[CH:13]=[CH:14][CH:15]=[C:10]([F:9])[CH:11]=2)[CH:7]=[CH:6][CH:5]=1. (3) Given the reactants Cl([O-])=O.[Na+].CC(=CC)C.P([O-])(O)(O)=[O:11].[Na+].[F:16][C:17]([F:46])([F:45])[C:18]1[CH:44]=[CH:43][CH:42]=[CH:41][C:19]=1[O:20][CH:21]1[CH2:26][CH2:25][N:24]([C:27]2[N:32]=[CH:31][C:30]([N:33]3[CH:37]=[C:36]([CH2:38][CH:39]=[O:40])[N:35]=[N:34]3)=[CH:29][N:28]=2)[CH2:23][CH2:22]1, predict the reaction product. The product is: [F:46][C:17]([F:45])([F:16])[C:18]1[CH:44]=[CH:43][CH:42]=[CH:41][C:19]=1[O:20][CH:21]1[CH2:26][CH2:25][N:24]([C:27]2[N:32]=[CH:31][C:30]([N:33]3[CH:37]=[C:36]([CH2:38][C:39]([OH:11])=[O:40])[N:35]=[N:34]3)=[CH:29][N:28]=2)[CH2:23][CH2:22]1. (4) Given the reactants [F:1][C:2]1[CH:7]=[CH:6][CH:5]=[CH:4][C:3]=1[NH:8][C:9]1[O:13][C:12]([C:14]([NH:16][C:17]2[CH:22]=[CH:21][C:20]([C@H:23]3[CH2:28][CH2:27][C@H:26]([CH2:29][C:30](O)=[O:31])[CH2:25][CH2:24]3)=[CH:19][CH:18]=2)=[O:15])=[N:11][N:10]=1.CN(C(ON1N=NC2C=CC=NC1=2)=[N+](C)C)C.F[P-](F)(F)(F)(F)F.C(N(C(C)C)CC)(C)C.[NH:66]1[CH2:75][CH2:74][CH:69]([C:70]([O:72][CH3:73])=[O:71])[CH2:68][CH2:67]1, predict the reaction product. The product is: [F:1][C:2]1[CH:7]=[CH:6][CH:5]=[CH:4][C:3]=1[NH:8][C:9]1[O:13][C:12]([C:14]([NH:16][C:17]2[CH:18]=[CH:19][C:20]([C@H:23]3[CH2:28][CH2:27][C@H:26]([CH2:29][C:30]([N:66]4[CH2:75][CH2:74][CH:69]([C:70]([O:72][CH3:73])=[O:71])[CH2:68][CH2:67]4)=[O:31])[CH2:25][CH2:24]3)=[CH:21][CH:22]=2)=[O:15])=[N:11][N:10]=1. (5) Given the reactants [CH:1]([C:3]1[CH:8]=[CH:7][CH:6]=[CH:5][C:4]=1B(O)O)=[O:2].Br[C:13]1[CH:19]=[CH:18][C:16]([NH2:17])=[C:15]([F:20])[CH:14]=1, predict the reaction product. The product is: [F:20][C:15]1[CH:14]=[C:13]([C:4]2[CH:5]=[CH:6][CH:7]=[CH:8][C:3]=2[CH2:1][OH:2])[CH:19]=[CH:18][C:16]=1[NH2:17]. (6) Given the reactants [C:1]([C:4]1[CH:5]=[C:6]2[C:10](=[CH:11][CH:12]=1)[NH:9][C:8]([CH3:13])=[C:7]2[C:14](=[O:23])[C:15]1[CH:20]=[CH:19][C:18]([Cl:21])=[CH:17][C:16]=1[Cl:22])(O)=[O:2].[CH2:24]([S:28]([NH2:31])(=[O:30])=[O:29])[CH2:25][CH2:26][CH3:27].C1(C2CCCCCCCCCC=2)CCCCCCCCNN=1, predict the reaction product. The product is: [CH2:24]([S:28]([NH:31][C:1]([C:4]1[CH:5]=[C:6]2[C:10](=[CH:11][CH:12]=1)[NH:9][C:8]([CH3:13])=[C:7]2[C:14](=[O:23])[C:15]1[CH:20]=[CH:19][C:18]([Cl:21])=[CH:17][C:16]=1[Cl:22])=[O:2])(=[O:30])=[O:29])[CH2:25][CH2:26][CH3:27]. (7) The product is: [NH2:9][C:6]1[CH:5]=[CH:4][C:3]([N:12]2[CH2:13][CH2:14][N:15]([CH:18]([OH:20])[CH3:19])[CH2:16][CH2:17]2)=[C:2]([F:1])[C:7]=1[F:8]. Given the reactants [F:1][C:2]1[C:7]([F:8])=[C:6]([N+:9]([O-])=O)[CH:5]=[CH:4][C:3]=1[N:12]1[CH2:17][CH2:16][N:15]([CH:18]([OH:20])[CH3:19])[CH2:14][CH2:13]1, predict the reaction product. (8) Given the reactants [C:1]([N:4]1[CH:10]([CH3:11])[CH2:9][C:8]2[CH:12]=[C:13](Br)[C:14]([O:16][CH3:17])=[CH:15][C:7]=2[C:6]([C:19]2[CH:24]=[CH:23][C:22]([N+:25]([O-])=O)=[C:21]([CH3:28])[CH:20]=2)=[N:5]1)(=[O:3])[CH3:2].C(=O)([O-])[O-].[K+].[K+].O.NN, predict the reaction product. The product is: [C:1]([N:4]1[CH:10]([CH3:11])[CH2:9][C:8]2[CH:12]=[CH:13][C:14]([O:16][CH3:17])=[CH:15][C:7]=2[C:6]([C:19]2[CH:24]=[CH:23][C:22]([NH2:25])=[C:21]([CH3:28])[CH:20]=2)=[N:5]1)(=[O:3])[CH3:2].